Dataset: Forward reaction prediction with 1.9M reactions from USPTO patents (1976-2016). Task: Predict the product of the given reaction. (1) The product is: [CH:1]1[CH:10]=[N:9][C:8]2[C:3](=[C:4]([N+:12]([O-:14])=[O:13])[CH:5]=[CH:6][C:7]=2[OH:11])[CH:2]=1.[N+:15]([O-:18])([OH:17])=[O:16]. Given the reactants [CH:1]1[CH:10]=[N:9][C:8]2[C:3](=[C:4]([N+:12]([O-:14])=[O:13])[CH:5]=[CH:6][C:7]=2[OH:11])[CH:2]=1.[N+:15]([O-:18])([OH:17])=[O:16], predict the reaction product. (2) Given the reactants C([O:4][C:5]1[CH:10]=[C:9]([C:11]#[N:12])[C:8](Br)=[C:7]([C:14]#[N:15])[C:6]=1[O:16]C(=O)C)(=O)C.[CH3:20][O:21][CH2:22][C:23]#[C:24]B1OC(C)(C)C(C)(C)O1, predict the reaction product. The product is: [OH:16][C:6]1[C:5]([OH:4])=[CH:10][C:9]([C:11]#[N:12])=[C:8]([C:24]#[C:23][CH2:22][O:21][CH3:20])[C:7]=1[C:14]#[N:15]. (3) Given the reactants [Cl:1][C:2]1[CH:3]=[C:4]([CH:14]=[CH:15][C:16]=1[Cl:17])[CH2:5][N:6]1[CH2:11][CH2:10][O:9][CH:8]([CH2:12][NH2:13])[CH2:7]1.[N:18]([C:21]1[CH:26]=[CH:25][CH:24]=[C:23]([S:27][CH3:28])[CH:22]=1)=[C:19]=[O:20], predict the reaction product. The product is: [Cl:1][C:2]1[CH:3]=[C:4]([CH:14]=[CH:15][C:16]=1[Cl:17])[CH2:5][N:6]1[CH2:11][CH2:10][O:9][CH:8]([CH2:12][NH:13][C:19]([NH:18][C:21]2[CH:26]=[CH:25][CH:24]=[C:23]([S:27][CH3:28])[CH:22]=2)=[O:20])[CH2:7]1. (4) Given the reactants [CH3:1][O:2][C:3]([C:5]1[CH:10]=[CH:9][CH:8]=[CH:7][C:6]=1[NH:11][CH:12]([C:16]1[CH:17]=[N:18][C:19]([O:22][CH3:23])=[CH:20][CH:21]=1)[C:13]([OH:15])=[O:14])=[O:4].[N:24]12[CH2:31][CH2:30][CH:27]([CH2:28][CH2:29]1)[C@@H:26](O)[CH2:25]2.O.N1(O)C2C=CC=CC=2N=N1.C(=NC1CCCCC1)=NC1CCCCC1, predict the reaction product. The product is: [CH3:23][O:22][C:19]1[N:18]=[CH:17][C:16]([CH:12]([NH:11][C:6]2[CH:7]=[CH:8][CH:9]=[CH:10][C:5]=2[C:3]([O:2][CH3:1])=[O:4])[C:13](=[O:15])[O:14][C@@H:26]2[CH:27]3[CH2:30][CH2:31][N:24]([CH2:29][CH2:28]3)[CH2:25]2)=[CH:21][CH:20]=1. (5) Given the reactants Cl.[CH2:2]([S:4][CH2:5][C:6]1[CH:11]=[CH:10][C:9]([C@@H:12]([O:16][C:17]2[CH:18]=[C:19]3[C:23](=[CH:24][CH:25]=2)[N:22]([C:26]2[CH:31]=[CH:30][C:29]([F:32])=[CH:28][CH:27]=2)[N:21]=[CH:20]3)[C@@H:13]([NH2:15])[CH3:14])=[CH:8][CH:7]=1)[CH3:3].C([O:36][CH2:37][C:38](Cl)=[O:39])(=O)C, predict the reaction product. The product is: [CH2:2]([S:4][CH2:5][C:6]1[CH:7]=[CH:8][C:9]([C@@H:12]([O:16][C:17]2[CH:18]=[C:19]3[C:23](=[CH:24][CH:25]=2)[N:22]([C:26]2[CH:27]=[CH:28][C:29]([F:32])=[CH:30][CH:31]=2)[N:21]=[CH:20]3)[C@@H:13]([NH:15][C:37](=[O:36])[CH2:38][OH:39])[CH3:14])=[CH:10][CH:11]=1)[CH3:3].